This data is from Reaction yield outcomes from USPTO patents with 853,638 reactions. The task is: Predict the reaction yield, written as a fraction of the theoretical maximum amount of product (1.0 means a 100% yield; for example, 0.34 means a 34% yield). The reactants are [CH2:1]([O:8][CH2:9][CH:10]=[O:11])[C:2]1[CH:7]=[CH:6][CH:5]=[CH:4][CH:3]=1.[CH2:12](O)[CH2:13][OH:14].O.C1(C)C=CC(S(O)(=O)=O)=CC=1.[OH-].[Na+]. The catalyst is C(OCC)(=O)C.C1(C)C=CC=CC=1. The product is [CH2:1]([O:8][CH2:9][CH:10]1[O:14][CH2:13][CH2:12][O:11]1)[C:2]1[CH:7]=[CH:6][CH:5]=[CH:4][CH:3]=1. The yield is 0.775.